This data is from Reaction yield outcomes from USPTO patents with 853,638 reactions. The task is: Predict the reaction yield, written as a fraction of the theoretical maximum amount of product (1.0 means a 100% yield; for example, 0.34 means a 34% yield). (1) The reactants are [C:1]([O:5][C:6]([N:8]([C@@H:10]([CH:14]([CH3:16])[CH3:15])[C:11]([OH:13])=O)[CH3:9])=[O:7])([CH3:4])([CH3:3])[CH3:2].Cl.[CH3:18][O:19][C:20](=[O:26])[C@@H:21]1[CH2:25][CH2:24][CH2:23][NH:22]1. No catalyst specified. The product is [CH3:18][O:19][C:20]([CH:21]1[CH2:25][CH2:24][CH2:23][N:22]1[C:11](=[O:13])[CH:10]([N:8]([C:6]([O:5][C:1]([CH3:2])([CH3:3])[CH3:4])=[O:7])[CH3:9])[CH:14]([CH3:16])[CH3:15])=[O:26]. The yield is 0.930. (2) The reactants are [CH3:1][O:2][C:3](=[O:12])[C:4]1[CH:9]=[CH:8][C:7]([NH2:10])=[C:6]([OH:11])[CH:5]=1.[Cl:13][C:14]1[CH:24]=[C:23]([Cl:25])[CH:22]=[CH:21][C:15]=1[O:16][CH2:17][C:18](O)=O.ClCCl.[OH-].[Na+]. The catalyst is C[Si](OP(=O)=O)(C)C. The product is [CH3:1][O:2][C:3]([C:4]1[CH:9]=[CH:8][C:7]2[N:10]=[C:18]([CH2:17][O:16][C:15]3[CH:21]=[CH:22][C:23]([Cl:25])=[CH:24][C:14]=3[Cl:13])[O:11][C:6]=2[CH:5]=1)=[O:12]. The yield is 0.686. (3) The reactants are [ClH:1].C(OCC)C.[CH2:7]([O:10][C:11]1[C:19]([O:20][C@@H:21]2[CH2:26][CH2:25][CH2:24][C@H:23]([NH2:27])[CH2:22]2)=[CH:18][CH:17]=[C:16]2[C:12]=1[CH:13]=[N:14][NH:15]2)[CH2:8][CH3:9]. The catalyst is CO. The product is [ClH:1].[CH2:7]([O:10][C:11]1[C:19]([O:20][C@@H:21]2[CH2:26][CH2:25][CH2:24][C@H:23]([NH2:27])[CH2:22]2)=[CH:18][CH:17]=[C:16]2[C:12]=1[CH:13]=[N:14][NH:15]2)[CH2:8][CH3:9]. The yield is 0.830. (4) The reactants are [CH3:1][C:2]1[CH:7]=[CH:6][C:5]([C:8]2[CH:13]=[C:12]([N+:14]([O-:16])=[O:15])[CH:11]=[C:10]([C:17]([OH:19])=[O:18])[CH:9]=2)=[CH:4][CH:3]=1.O=S(Cl)Cl.[CH3:24]O. No catalyst specified. The product is [CH3:24][O:18][C:17]([C:10]1[CH:9]=[C:8]([C:5]2[CH:6]=[CH:7][C:2]([CH3:1])=[CH:3][CH:4]=2)[CH:13]=[C:12]([N+:14]([O-:16])=[O:15])[CH:11]=1)=[O:19]. The yield is 0.920. (5) The reactants are [CH3:1][C:2]1[N:7]=[C:6]([C:8]([OH:10])=O)[CH:5]=[CH:4][CH:3]=1.F[P-](F)(F)(F)(F)F.ClC(=[N+]1CCCC1)N1CCCC1.C(N(C(C)C)CC)(C)C.[CH2:39]([S:46]([N:49]1[CH:53]=[CH:52][C:51]([NH2:54])=[CH:50]1)(=[O:48])=[O:47])[C:40]1[CH:45]=[CH:44][CH:43]=[CH:42][CH:41]=1. The catalyst is ClCCCl. The product is [CH2:39]([S:46]([N:49]1[CH:53]=[CH:52][C:51]([NH:54][C:8](=[O:10])[C:6]2[CH:5]=[CH:4][CH:3]=[C:2]([CH3:1])[N:7]=2)=[CH:50]1)(=[O:48])=[O:47])[C:40]1[CH:45]=[CH:44][CH:43]=[CH:42][CH:41]=1. The yield is 0.110. (6) The reactants are [CH3:1][O:2][C:3](=[O:12])[C:4]1[CH:9]=[C:8]([Cl:10])[CH:7]=[CH:6][C:5]=1[NH2:11].CO[C:15]([CH3:17])=[CH2:16].C(O)(=O)C.C(O[BH-](OC(=O)C)OC(=O)C)(=O)C.[Na+].[OH-].[Na+]. No catalyst specified. The product is [CH3:1][O:2][C:3](=[O:12])[C:4]1[CH:9]=[C:8]([Cl:10])[CH:7]=[CH:6][C:5]=1[NH:11][CH:15]([CH3:17])[CH3:16]. The yield is 0.800.